From a dataset of Full USPTO retrosynthesis dataset with 1.9M reactions from patents (1976-2016). Predict the reactants needed to synthesize the given product. (1) Given the product [Cl:9][C:10]1[C:15]([F:16])=[C:14]([I:17])[CH:13]=[CH:12][N:11]=1, predict the reactants needed to synthesize it. The reactants are: C([N-]C(C)C)(C)C.[Li+].[Cl:9][C:10]1[C:15]([F:16])=[CH:14][CH:13]=[CH:12][N:11]=1.[I:17]I.S(S([O-])=O)([O-])(=O)=O.[Na+].[Na+]. (2) Given the product [C:1]([O:5][C:6](=[O:7])[NH:8][C@H:9]1[CH2:10][CH2:11][C@@H:12]([CH2:15][OH:16])[CH2:13][CH2:14]1)([CH3:4])([CH3:2])[CH3:3], predict the reactants needed to synthesize it. The reactants are: [C:1]([O:5][C:6]([NH:8][C@@H:9]1[CH2:14][CH2:13][C@H:12]([C:15](O)=[O:16])[CH2:11][CH2:10]1)=[O:7])([CH3:4])([CH3:3])[CH3:2].ClC(OCC)=O.Cl. (3) Given the product [NH:29]1[CH2:30][CH2:31][CH:26]([NH:25][C:2]2[C:3]3[CH:10]=[C:9]([CH2:11][C:12]([F:15])([F:14])[F:13])[S:8][C:4]=3[N:5]=[CH:6][N:7]=2)[CH2:27][CH2:28]1, predict the reactants needed to synthesize it. The reactants are: Cl[C:2]1[C:3]2[CH:10]=[C:9]([CH2:11][C:12]([F:15])([F:14])[F:13])[S:8][C:4]=2[N:5]=[CH:6][N:7]=1.C(N(CC)C(C)C)(C)C.[NH2:25][CH:26]1[CH2:31][CH2:30][N:29](C(OC(C)(C)C)=O)[CH2:28][CH2:27]1. (4) The reactants are: C1(C)C=CC(S([N:10]2[CH2:18][CH2:17][NH:16][CH2:15][CH2:14][N:13](S(C3C=CC(C)=CC=3)(=O)=O)[CH2:12][CH2:11]2)(=O)=O)=CC=1.[CH:30](=O)[C:31]1[C:32](=[CH:34][CH:35]=[CH:36][CH:37]=1)[OH:33]. Given the product [OH:33][C:32]1[CH:34]=[CH:35][CH:36]=[CH:37][C:31]=1[CH2:30][N:16]1[CH2:15][CH2:14][N:13]2[CH2:12][CH2:11][N:10]([CH2:12][CH2:11][NH:10][CH2:18][CH2:17]2)[CH2:18][CH2:17]1, predict the reactants needed to synthesize it. (5) The reactants are: Br[C:2]1[N:6]([CH3:7])[C:5]([CH3:8])=[N:4][CH:3]=1.[Li]CC[CH2:12][CH3:13].[Cl:14][C:15]1[C:24]([CH2:25][C:26]([F:29])([F:28])[F:27])=[C:23]([Cl:30])[C:22]2[C:17](=[CH:18][CH:19]=[C:20]([C:31]([O-])=[O:32])[CH:21]=2)[N:16]=1. Given the product [Cl:14][C:15]1[C:24]([CH2:25][C:26]([F:27])([F:28])[F:29])=[C:23]([Cl:30])[C:22]2[C:17](=[CH:18][CH:19]=[C:20]([C:31]([C:3]3[N:4]([CH3:5])[C:12]([CH3:13])=[N:6][CH:2]=3)([C:2]3[N:6]([CH3:7])[C:5]([CH3:8])=[N:4][CH:3]=3)[OH:32])[CH:21]=2)[N:16]=1, predict the reactants needed to synthesize it. (6) Given the product [CH3:1][N:2]([CH3:17])[CH2:3][CH2:4][N:5]1[C:13]2[C:8](=[CH:9][C:10]([NH2:14])=[CH:11][CH:12]=2)[CH:7]=[N:6]1, predict the reactants needed to synthesize it. The reactants are: [CH3:1][N:2]([CH3:17])[CH2:3][CH2:4][N:5]1[C:13]2[C:8](=[CH:9][C:10]([N+:14]([O-])=O)=[CH:11][CH:12]=2)[CH:7]=[N:6]1.[Cl-].[NH4+]. (7) Given the product [C:1]([O:5][C:6]([N:8]([C:23]([O:25][C:26]([CH3:29])([CH3:28])[CH3:27])=[O:24])[C:9]1[O:17][C:16]2[C:11](=[N:12][CH:13]=[C:14]([CH:39]=[CH2:40])[CH:15]=2)[C:10]=1[C:19]([O:21][CH3:22])=[O:20])=[O:7])([CH3:4])([CH3:3])[CH3:2], predict the reactants needed to synthesize it. The reactants are: [C:1]([O:5][C:6]([N:8]([C:23]([O:25][C:26]([CH3:29])([CH3:28])[CH3:27])=[O:24])[C:9]1[O:17][C:16]2[C:11](=[N:12][CH:13]=[C:14](Br)[CH:15]=2)[C:10]=1[C:19]([O:21][CH3:22])=[O:20])=[O:7])([CH3:4])([CH3:3])[CH3:2].[O-]P([O-])([O-])=O.[K+].[K+].[K+].O1CCO[CH2:40][CH2:39]1.CC1(C)C(C)(C)OB(C=C)O1. (8) Given the product [Br:1][CH2:2][C:3]([N:14]1[CH2:15][CH2:16][N:11]([CH2:10][CH2:9][C:8]([CH3:18])([CH3:17])[CH3:7])[CH2:12][CH2:13]1)=[O:4], predict the reactants needed to synthesize it. The reactants are: [Br:1][CH2:2][C:3](Br)=[O:4].Cl.[CH3:7][C:8]([CH3:18])([CH3:17])[CH2:9][CH2:10][N:11]1[CH2:16][CH2:15][NH:14][CH2:13][CH2:12]1.C(N(CC)CC)C. (9) Given the product [C:1]([O:5][C:6](=[O:7])[NH:8][C@H:9]([CH2:29][C:30]1[CH:35]=[C:34]([F:36])[C:33]([F:37])=[CH:32][C:31]=1[F:38])[CH2:10][C:11]([N:13]1[CH2:18][CH2:17][N:16]2[C:19]([C:25]([F:28])([F:27])[F:26])=[N:20][C:21]([C:22]([N:46]3[CH2:47][CH2:48][N:43]([S:40]([CH3:39])(=[O:42])=[O:41])[CH2:44][CH2:45]3)=[O:23])=[C:15]2[CH2:14]1)=[O:12])([CH3:2])([CH3:4])[CH3:3], predict the reactants needed to synthesize it. The reactants are: [C:1]([O:5][C:6]([NH:8][C@H:9]([CH2:29][C:30]1[CH:35]=[C:34]([F:36])[C:33]([F:37])=[CH:32][C:31]=1[F:38])[CH2:10][C:11]([N:13]1[CH2:18][CH2:17][N:16]2[C:19]([C:25]([F:28])([F:27])[F:26])=[N:20][C:21]([C:22](O)=[O:23])=[C:15]2[CH2:14]1)=[O:12])=[O:7])([CH3:4])([CH3:3])[CH3:2].[CH3:39][S:40]([N:43]1[CH2:48][CH2:47][NH:46][CH2:45][CH2:44]1)(=[O:42])=[O:41].C(N(CC)CC)C.O=C1N(P(Cl)(N2CCOC2=O)=O)CCO1. (10) The reactants are: [Na+].[N+:2]([C:5]1[CH:11]=[CH:10][C:8]([O-:9])=[CH:7][CH:6]=1)([O-:4])=[O:3].Cl.Cl[CH2:14][CH2:15][N:16]1[CH2:20][CH2:19][CH2:18][CH2:17]1.C(=O)([O-])[O-].[K+].[K+]. Given the product [N+:2]([C:5]1[CH:11]=[CH:10][C:8]([O:9][CH2:14][CH2:15][N:16]2[CH2:20][CH2:19][CH2:18][CH2:17]2)=[CH:7][CH:6]=1)([O-:4])=[O:3], predict the reactants needed to synthesize it.